Dataset: Reaction yield outcomes from USPTO patents with 853,638 reactions. Task: Predict the reaction yield, written as a fraction of the theoretical maximum amount of product (1.0 means a 100% yield; for example, 0.34 means a 34% yield). The reactants are [Cl:1][C:2]1[CH:7]=[CH:6][C:5]([N+:8]([O-:10])=[O:9])=[C:4](F)[CH:3]=1.[NH2:12][CH:13]1[CH2:18][CH2:17][N:16]([C:19]([O:21][CH2:22][CH3:23])=[O:20])[CH2:15][CH2:14]1. The catalyst is CN(C=O)C.C(Cl)Cl. The product is [CH2:22]([O:21][C:19]([N:16]1[CH2:15][CH2:14][CH:13]([NH:12][C:4]2[CH:3]=[C:2]([Cl:1])[CH:7]=[CH:6][C:5]=2[N+:8]([O-:10])=[O:9])[CH2:18][CH2:17]1)=[O:20])[CH3:23]. The yield is 0.810.